Task: Predict the reactants needed to synthesize the given product.. Dataset: Full USPTO retrosynthesis dataset with 1.9M reactions from patents (1976-2016) (1) The reactants are: [NH:1]1[CH2:6][CH2:5][CH2:4][CH2:3][CH2:2]1.[CH2:7]([O:9][C:10](=[O:34])[CH2:11][N:12]1[C:20]2[C:15](=[CH:16][C:17]([F:21])=[CH:18][CH:19]=2)[C:14]([CH2:22][C:23]2[CH:28]=[CH:27][CH:26]=[CH:25][C:24]=2[S:29](Cl)(=[O:31])=[O:30])=[C:13]1[CH3:33])[CH3:8]. Given the product [CH2:7]([O:9][C:10](=[O:34])[CH2:11][N:12]1[C:20]2[C:15](=[CH:16][C:17]([F:21])=[CH:18][CH:19]=2)[C:14]([CH2:22][C:23]2[CH:28]=[CH:27][CH:26]=[CH:25][C:24]=2[S:29]([N:1]2[CH2:6][CH2:5][CH2:4][CH2:3][CH2:2]2)(=[O:31])=[O:30])=[C:13]1[CH3:33])[CH3:8], predict the reactants needed to synthesize it. (2) Given the product [CH2:27]([N:45]1[CH:49]=[C:48]([C:2]2[S:3][CH:4]=[C:5]([C:7]([NH:9][C:10]3[CH:18]=[C:17]4[C:13]([CH:14]=[N:15][N:16]4[CH2:19][O:20][CH2:21][CH2:22][Si:23]([CH3:26])([CH3:25])[CH3:24])=[CH:12][C:11]=3[C:27]3[CH:28]=[C:29]([CH:39]=[CH:40][CH:41]=3)[CH2:30][NH:31][C:32](=[O:38])[O:33][C:34]([CH3:37])([CH3:36])[CH3:35])=[O:8])[N:6]=2)[CH:47]=[N:46]1)[C:11]1[CH:12]=[CH:13][CH:17]=[CH:18][CH:10]=1, predict the reactants needed to synthesize it. The reactants are: Br[C:2]1[S:3][CH:4]=[C:5]([C:7]([NH:9][C:10]2[CH:18]=[C:17]3[C:13]([CH:14]=[N:15][N:16]3[CH2:19][O:20][CH2:21][CH2:22][Si:23]([CH3:26])([CH3:25])[CH3:24])=[CH:12][C:11]=2[C:27]2[CH:28]=[C:29]([CH:39]=[CH:40][CH:41]=2)[CH2:30][NH:31][C:32](=[O:38])[O:33][C:34]([CH3:37])([CH3:36])[CH3:35])=[O:8])[N:6]=1.B(O)O.[NH:45]1[CH:49]=[CH:48][CH:47]=[N:46]1.C(Cl)Cl.C([O-])([O-])=O.[K+].[K+]. (3) Given the product [Cl:1][C:2]1[CH:3]=[C:4]([C:5]2[O:7][N:16]=[C:17]([C:18]3[CH:26]=[CH:25][CH:24]=[C:23]4[C:19]=3[CH:20]=[N:21][NH:22]4)[N:34]=2)[CH:8]=[CH:9][C:10]=1[O:11][CH:12]([CH3:14])[CH3:13], predict the reactants needed to synthesize it. The reactants are: [Cl:1][C:2]1[CH:3]=[C:4]([CH:8]=[CH:9][C:10]=1[O:11][CH:12]([CH3:14])[CH3:13])[C:5]([OH:7])=O.O[NH:16][C:17](=[NH:34])[C:18]1[CH:26]=[CH:25][CH:24]=[C:23]2[C:19]=1[CH:20]=[N:21][N:22]2C(OC(C)(C)C)=O.C1C=CC2N(O)N=NC=2C=1.C(Cl)CCl.